Dataset: Catalyst prediction with 721,799 reactions and 888 catalyst types from USPTO. Task: Predict which catalyst facilitates the given reaction. Reactant: [O:1]=[S:2]1(=[O:23])[CH2:7][CH2:6][CH2:5][CH2:4][N:3]1[C:8]1[N:17]=[C:16]([C:18]([O:20]C)=[O:19])[C:15]([OH:22])=[C:14]2[C:9]=1[CH:10]=[CH:11][CH:12]=[N:13]2.[OH-].[Li+].Cl. Product: [O:23]=[S:2]1(=[O:1])[CH2:7][CH2:6][CH2:5][CH2:4][N:3]1[C:8]1[N:17]=[C:16]([C:18]([OH:20])=[O:19])[C:15]([OH:22])=[C:14]2[C:9]=1[CH:10]=[CH:11][CH:12]=[N:13]2. The catalyst class is: 5.